This data is from NCI-60 drug combinations with 297,098 pairs across 59 cell lines. The task is: Regression. Given two drug SMILES strings and cell line genomic features, predict the synergy score measuring deviation from expected non-interaction effect. (1) Drug 1: CCCCC(=O)OCC(=O)C1(CC(C2=C(C1)C(=C3C(=C2O)C(=O)C4=C(C3=O)C=CC=C4OC)O)OC5CC(C(C(O5)C)O)NC(=O)C(F)(F)F)O. Drug 2: C(CC(=O)O)C(=O)CN.Cl. Cell line: LOX IMVI. Synergy scores: CSS=31.3, Synergy_ZIP=-0.547, Synergy_Bliss=2.85, Synergy_Loewe=-27.4, Synergy_HSA=0.980. (2) Drug 1: CN(C)C1=NC(=NC(=N1)N(C)C)N(C)C. Drug 2: CCC1=C2CN3C(=CC4=C(C3=O)COC(=O)C4(CC)O)C2=NC5=C1C=C(C=C5)O. Cell line: COLO 205. Synergy scores: CSS=29.3, Synergy_ZIP=2.30, Synergy_Bliss=0.391, Synergy_Loewe=-31.3, Synergy_HSA=-3.99.